Dataset: Catalyst prediction with 721,799 reactions and 888 catalyst types from USPTO. Task: Predict which catalyst facilitates the given reaction. (1) Product: [Br:6][C:7]1[CH:15]=[CH:14][C:10]([C:11]([O:13][CH3:17])=[O:12])=[C:9]([CH3:16])[CH:8]=1. The catalyst class is: 5. Reactant: S(=O)(=O)(O)O.[Br:6][C:7]1[CH:15]=[CH:14][C:10]([C:11]([OH:13])=[O:12])=[C:9]([CH3:16])[CH:8]=1.[C:17](=O)([O-])O.[Na+]. (2) Reactant: C(OC([N:8]1[CH2:13][CH2:12][CH2:11][C:10]([C:15]2[CH:20]=[CH:19][C:18]([Cl:21])=[C:17]([Cl:22])[CH:16]=2)([OH:14])[CH2:9]1)=O)(C)(C)C. Product: [ClH:21].[Cl:22][C:17]1[CH:16]=[C:15]([C:10]2([OH:14])[CH2:11][CH2:12][CH2:13][NH:8][CH2:9]2)[CH:20]=[CH:19][C:18]=1[Cl:21]. The catalyst class is: 13. (3) Reactant: Br[CH:2]([C:5]1[CH:10]=[CH:9][C:8]([N+:11]([O-:13])=[O:12])=[CH:7][CH:6]=1)[CH:3]=O.[S-:14][C:15]#[N:16].[K+].[CH:18]1([NH2:24])[CH2:23][CH2:22][CH2:21][CH2:20][CH2:19]1. Product: [CH:18]1([NH:24][C:15]2[S:14][C:2]([C:5]3[CH:10]=[CH:9][C:8]([N+:11]([O-:13])=[O:12])=[CH:7][CH:6]=3)=[CH:3][N:16]=2)[CH2:23][CH2:22][CH2:21][CH2:20][CH2:19]1. The catalyst class is: 5.